Dataset: Reaction yield outcomes from USPTO patents with 853,638 reactions. Task: Predict the reaction yield, written as a fraction of the theoretical maximum amount of product (1.0 means a 100% yield; for example, 0.34 means a 34% yield). (1) The yield is 0.314. The reactants are [CH:1]([C:3]1[CH:23]=[CH:22][C:6]([C:7]([N:9]2[CH2:14][CH2:13][N:12]([C:15](OC(C)(C)C)=O)[CH2:11][CH2:10]2)=[O:8])=[CH:5][CH:4]=1)=[O:2].[C:24](O)([C:26](F)(F)F)=[O:25]. The catalyst is C(Cl)Cl. The product is [OH:25][CH:24]([CH3:26])[CH2:15][N:12]1[CH2:11][CH2:10][N:9]([C:7]([C:6]2[CH:5]=[CH:4][C:3]([CH:1]=[O:2])=[CH:23][CH:22]=2)=[O:8])[CH2:14][CH2:13]1. (2) The product is [I:39][C:26]1[C:20]2[C:21](=[N:22][CH:23]=[C:18]([C:17]3[C:12]([NH:11][C@H:7]4[CH2:8][CH2:9][CH2:10][N:5]([S:2]([CH3:1])(=[O:3])=[O:4])[CH2:6]4)=[N:13][C:14]([S:35]([CH3:38])(=[O:36])=[O:37])=[N:15][CH:16]=3)[N:19]=2)[N:24]([CH2:27][O:28][CH2:29][CH2:30][Si:31]([CH3:33])([CH3:34])[CH3:32])[CH:25]=1. The catalyst is CC(C)=O. The yield is 0.790. The reactants are [CH3:1][S:2]([N:5]1[CH2:10][CH2:9][CH2:8][C@H:7]([NH:11][C:12]2[C:17]([C:18]3[N:19]=[C:20]4[CH:26]=[CH:25][N:24]([CH2:27][O:28][CH2:29][CH2:30][Si:31]([CH3:34])([CH3:33])[CH3:32])[C:21]4=[N:22][CH:23]=3)=[CH:16][N:15]=[C:14]([S:35]([CH3:38])(=[O:37])=[O:36])[N:13]=2)[CH2:6]1)(=[O:4])=[O:3].[I:39]N1C(=O)CCC1=O. (3) The reactants are CN(C(ON1N=NC2C=CC=NC1=2)=[N+](C)C)C.F[P-](F)(F)(F)(F)F.CCN(C(C)C)C(C)C.[C:34]1([S:40][CH2:41][C@H:42]([NH:47][C:48]2[CH:53]=[CH:52][C:51]([S:54](=[O:57])(=[O:56])[NH2:55])=[CH:50][C:49]=2[S:58]([C:61]([F:64])([F:63])[F:62])(=[O:60])=[O:59])[CH2:43][C:44](O)=[O:45])[CH:39]=[CH:38][CH:37]=[CH:36][CH:35]=1.[Si:65]([O:82][CH2:83][CH2:84][N:85]1[CH2:90][CH2:89][NH:88][CH2:87][CH2:86]1)([C:78]([CH3:81])([CH3:80])[CH3:79])([C:72]1[CH:77]=[CH:76][CH:75]=[CH:74][CH:73]=1)[C:66]1[CH:71]=[CH:70][CH:69]=[CH:68][CH:67]=1. The catalyst is CC(N(C)C)=O.CCOC(C)=O. The product is [Si:65]([O:82][CH2:83][CH2:84][N:85]1[CH2:90][CH2:89][N:88]([C:44](=[O:45])[CH2:43][C@@H:42]([NH:47][C:48]2[CH:53]=[CH:52][C:51]([S:54]([NH2:55])(=[O:56])=[O:57])=[CH:50][C:49]=2[S:58]([C:61]([F:64])([F:62])[F:63])(=[O:60])=[O:59])[CH2:41][S:40][C:34]2[CH:35]=[CH:36][CH:37]=[CH:38][CH:39]=2)[CH2:87][CH2:86]1)([C:78]([CH3:79])([CH3:80])[CH3:81])([C:72]1[CH:73]=[CH:74][CH:75]=[CH:76][CH:77]=1)[C:66]1[CH:71]=[CH:70][CH:69]=[CH:68][CH:67]=1. The yield is 1.00. (4) The reactants are [Br:1][C:2]1[S:6][C:5]([C:7]([OH:9])=O)=[CH:4][CH:3]=1.Cl.Cl.[CH3:12][CH:13]1[CH:18]([NH2:19])[CH:17]2[CH2:20][CH2:21][N:14]1[CH2:15][CH2:16]2.CN(C(ON1N=NC2C=CC=NC1=2)=[N+](C)C)C.F[P-](F)(F)(F)(F)F.CCN(C(C)C)C(C)C.C([O-])(O)=O.[Na+]. The catalyst is CC#N.CCOC(C)=O. The product is [Br:1][C:2]1[S:6][C:5]([C:7]([NH:19][CH:18]2[CH:17]3[CH2:20][CH2:21][N:14]([CH2:15][CH2:16]3)[CH:13]2[CH3:12])=[O:9])=[CH:4][CH:3]=1. The yield is 0.490. (5) The reactants are [F:1][C:2]([F:31])([F:30])[C:3]1[CH:8]=[CH:7][N:6]=[C:5]([NH:9][C:10]2[CH:11]=[C:12]([C:16]3[S:20][C:19]([N:21]4[CH2:26][CH2:25][CH:24]([C:27](O)=[O:28])[CH2:23][CH2:22]4)=[N:18][CH:17]=3)[CH:13]=[CH:14][CH:15]=2)[N:4]=1.[Cl-].[NH4+].C([N:37](C(C)C)CC)(C)C.F[P-](F)(F)(F)(F)F.N1(O[P+](N2CCCC2)(N2CCCC2)N2CCCC2)C2C=CC=CC=2N=N1. The catalyst is CN(C)C=O.CCOC(C)=O. The product is [F:1][C:2]([F:31])([F:30])[C:3]1[CH:8]=[CH:7][N:6]=[C:5]([NH:9][C:10]2[CH:11]=[C:12]([C:16]3[S:20][C:19]([N:21]4[CH2:22][CH2:23][CH:24]([C:27]([NH2:37])=[O:28])[CH2:25][CH2:26]4)=[N:18][CH:17]=3)[CH:13]=[CH:14][CH:15]=2)[N:4]=1. The yield is 0.470. (6) The reactants are Cl[C:2](Cl)([O:4]C(=O)OC(Cl)(Cl)Cl)Cl.C(O)(=O)C.[NH2:17][C:18]([C:21]1[CH:26]=[CH:25][C:24]([NH:27][C:28]([C:30]2[NH:31][CH:32]=[C:33]([C:35]#[N:36])[N:34]=2)=[O:29])=[C:23]([C:37]2[CH2:42][CH2:41][CH2:40][CH2:39][CH:38]=2)[CH:22]=1)([CH3:20])[CH3:19].CCN(C(C)C)C(C)C.[NH2:52][CH2:53][CH2:54][OH:55]. The catalyst is C1COCC1.[Cl-].[Na+].O. The product is [C:37]1([C:23]2[CH:22]=[C:21]([C:18]([NH:17][C:2]([NH:52][CH2:53][CH2:54][OH:55])=[O:4])([CH3:20])[CH3:19])[CH:26]=[CH:25][C:24]=2[NH:27][C:28]([C:30]2[NH:31][CH:32]=[C:33]([C:35]#[N:36])[N:34]=2)=[O:29])[CH2:42][CH2:41][CH2:40][CH2:39][CH:38]=1. The yield is 0.350. (7) The reactants are Cl[C:2]1[CH:3]=[C:4]2[C:10]([C:11]3[CH:19]=[CH:18][C:14]([C:15]([OH:17])=[O:16])=[CH:13][C:12]=3[F:20])=[CH:9][N:8]([C:21](=[O:33])[C:22]3[C:27]([C:28]([F:31])([F:30])[F:29])=[CH:26][CH:25]=[CH:24][C:23]=3[Cl:32])[C:5]2=[CH:6][N:7]=1.[C:34]([NH2:41])([O:36][C:37]([CH3:40])([CH3:39])[CH3:38])=[O:35].[OH-].[Na+].O1CCOCC1. The catalyst is CC([O-])=O.CC([O-])=O.[Pd+2].O. The product is [C:37]([O:36][C:34]([NH:41][C:2]1[CH:3]=[C:4]2[C:10]([C:11]3[CH:19]=[CH:18][C:14]([C:15]([OH:17])=[O:16])=[CH:13][C:12]=3[F:20])=[CH:9][N:8]([C:21](=[O:33])[C:22]3[C:27]([C:28]([F:30])([F:29])[F:31])=[CH:26][CH:25]=[CH:24][C:23]=3[Cl:32])[C:5]2=[CH:6][N:7]=1)=[O:35])([CH3:40])([CH3:39])[CH3:38]. The yield is 0.170. (8) The reactants are [CH2:1]([C@H:8]([NH:32][C:33](=[O:43])[O:34][C@@H:35]1[C@H:42]2[C@H:38]([O:39][CH2:40][CH2:41]2)[O:37][CH2:36]1)[C@H:9]([OH:31])[CH2:10][N:11]([O:24][CH:25]1[CH2:30][CH2:29][CH2:28][CH2:27][CH2:26]1)[S:12]([C:15]1[CH:20]=[CH:19][C:18]([N+:21]([O-])=O)=[CH:17][CH:16]=1)(=[O:14])=[O:13])[C:2]1[CH:7]=[CH:6][CH:5]=[CH:4][CH:3]=1.C(O)C. The catalyst is [Pd].C(OCC)(=O)C. The product is [NH2:21][C:18]1[CH:19]=[CH:20][C:15]([S:12]([N:11]([O:24][CH:25]2[CH2:26][CH2:27][CH2:28][CH2:29][CH2:30]2)[CH2:10][C@@H:9]([OH:31])[C@@H:8]([NH:32][C:33](=[O:43])[O:34][C@@H:35]2[C@H:42]3[C@H:38]([O:39][CH2:40][CH2:41]3)[O:37][CH2:36]2)[CH2:1][C:2]2[CH:3]=[CH:4][CH:5]=[CH:6][CH:7]=2)(=[O:14])=[O:13])=[CH:16][CH:17]=1. The yield is 0.810. (9) The reactants are IC.[C:3]([O:7][C:8]([NH:10][C@@H:11]([CH2:15][C:16]#[N:17])[C:12]([OH:14])=[O:13])=[O:9])([CH3:6])([CH3:5])[CH3:4].[CH2:18]1CCN2C(=NCCC2)CC1.OS([O-])(=O)=O.[K+]. The catalyst is C1(C)C=CC=CC=1.C(OCC)(=O)C.O. The product is [CH3:18][O:13][C:12](=[O:14])[C@@H:11]([NH:10][C:8]([O:7][C:3]([CH3:6])([CH3:5])[CH3:4])=[O:9])[CH2:15][C:16]#[N:17]. The yield is 0.860. (10) The reactants are O[C:2]1([C:30]2[S:31][CH:32]=[CH:33][CH:34]=2)[C:6]2[C:7]([CH3:27])=[C:8]([N:13]3[CH2:18][CH2:17][N:16]([C:19]4[CH:24]=[CH:23][C:22]([O:25][CH3:26])=[CH:21][CH:20]=4)[CH2:15][CH2:14]3)[C:9]([CH3:12])=[C:10]([CH3:11])[C:5]=2[O:4][C:3]1([CH3:29])[CH3:28]. The catalyst is C(O)C. The product is [CH3:28][C:3]1([CH3:29])[CH:2]([C:30]2[S:31][CH:32]=[CH:33][CH:34]=2)[C:6]2[C:7]([CH3:27])=[C:8]([N:13]3[CH2:14][CH2:15][N:16]([C:19]4[CH:20]=[CH:21][C:22]([O:25][CH3:26])=[CH:23][CH:24]=4)[CH2:17][CH2:18]3)[C:9]([CH3:12])=[C:10]([CH3:11])[C:5]=2[O:4]1. The yield is 0.780.